The task is: Predict the reaction yield, written as a fraction of the theoretical maximum amount of product (1.0 means a 100% yield; for example, 0.34 means a 34% yield).. This data is from Reaction yield outcomes from USPTO patents with 853,638 reactions. (1) The reactants are [NH2:1][C:2]1[C:11]2[C:6](=[C:7](Br)[CH:8]=[CH:9][CH:10]=2)[N:5]=[N:4][C:3]=1[C:13]([NH:15][CH2:16][CH2:17][CH3:18])=[O:14].[CH3:19][N:20]([CH3:30])[C:21]1[CH:26]=[CH:25][C:24](B(O)O)=[CH:23][CH:22]=1. No catalyst specified. The product is [NH2:1][C:2]1[C:11]2[C:6](=[C:7]([C:24]3[CH:25]=[CH:26][C:21]([N:20]([CH3:30])[CH3:19])=[CH:22][CH:23]=3)[CH:8]=[CH:9][CH:10]=2)[N:5]=[N:4][C:3]=1[C:13]([NH:15][CH2:16][CH2:17][CH3:18])=[O:14]. The yield is 0.930. (2) The reactants are [C:1]([O:5][C:6](=[O:16])[NH:7][C:8]1[C:13]([CH3:14])=[CH:12][CH:11]=[CH:10][C:9]=1[OH:15])([CH3:4])([CH3:3])[CH3:2].[Br:17][CH2:18][CH2:19][CH2:20]Br.C(=O)([O-])[O-].[K+].[K+]. The catalyst is C(#N)C. The product is [C:1]([O:5][C:6](=[O:16])[NH:7][C:8]1[C:13]([CH3:14])=[CH:12][CH:11]=[CH:10][C:9]=1[O:15][CH2:20][CH2:19][CH2:18][Br:17])([CH3:4])([CH3:2])[CH3:3]. The yield is 1.00. (3) The reactants are [N:1]([CH:4]1[CH2:8][O:7][CH:6]2[CH:9]([O:12][CH3:13])[CH2:10][O:11][CH:5]12)=[N+]=[N-]. The catalyst is CO.[Pd]. The product is [CH3:13][O:12][CH:9]1[CH:6]2[O:7][CH2:8][CH:4]([NH2:1])[CH:5]2[O:11][CH2:10]1. The yield is 0.521. (4) The reactants are Cl.[Br:2][C:3]1[CH:9]=[CH:8][C:6]([NH2:7])=[CH:5][C:4]=1[C:10]([F:13])([F:12])[F:11].Cl[C:15](OC(Cl)(Cl)Cl)=[O:16]. The catalyst is C1(C)C=CC=CC=1. The product is [Br:2][C:3]1[CH:9]=[CH:8][C:6]([N:7]=[C:15]=[O:16])=[CH:5][C:4]=1[C:10]([F:11])([F:12])[F:13]. The yield is 0.860. (5) The yield is 0.707. The reactants are C(OC(=O)[NH:10][C@H:11]1[CH2:19][C:18]2[C:13](=[CH:14][CH:15]=[C:16]([CH2:20][N:21]3[CH:25]=[C:24]([CH2:26][OH:27])[C:23]([C:28]([F:31])([F:30])[F:29])=[N:22]3)[CH:17]=2)[CH2:12]1)C1C=CC=CC=1.C(O)C.Cl.[H][H]. The product is [NH2:10][C@H:11]1[CH2:19][C:18]2[C:13](=[CH:14][CH:15]=[C:16]([CH2:20][N:21]3[CH:25]=[C:24]([CH2:26][OH:27])[C:23]([C:28]([F:31])([F:30])[F:29])=[N:22]3)[CH:17]=2)[CH2:12]1. The catalyst is C(Cl)Cl.O=[Si]=O.[OH-].[Pd+2].[OH-]. (6) The reactants are [Li+].[BH4-].[NH2:3][C:4]1[CH:9]=[CH:8][C:7]([C:10]2[CH2:11][C@@H:12]3[N:18]([CH:19]=2)[C:17](=[O:20])[C:16]2[CH:21]=[C:22]([O:66][CH3:67])[C:23]([O:25][CH2:26][CH2:27][CH2:28][CH2:29][CH2:30][O:31][C:32]4[C:63]([O:64][CH3:65])=[CH:62][C:35]5[C:36](=[O:61])[N:37]6[CH:52]=[C:51]([C:53]7[CH:58]=[CH:57][C:56]([O:59][CH3:60])=[CH:55][CH:54]=7)[CH2:50][C@H:38]6[C:39](=O)[N:40](COCC[Si](C)(C)C)[C:34]=5[CH:33]=4)=[CH:24][C:15]=2[N:14](COCC[Si](C)(C)C)[C:13]3=O)=[CH:6][CH:5]=1.CCO. The catalyst is C1COCC1. The product is [NH2:3][C:4]1[CH:9]=[CH:8][C:7]([C:10]2[CH2:11][C@@H:12]3[N:18]([CH:19]=2)[C:17](=[O:20])[C:16]2[CH:21]=[C:22]([O:66][CH3:67])[C:23]([O:25][CH2:26][CH2:27][CH2:28][CH2:29][CH2:30][O:31][C:32]4[C:63]([O:64][CH3:65])=[CH:62][C:35]5[C:36](=[O:61])[N:37]6[CH:52]=[C:51]([C:53]7[CH:54]=[CH:55][C:56]([O:59][CH3:60])=[CH:57][CH:58]=7)[CH2:50][C@H:38]6[CH:39]=[N:40][C:34]=5[CH:33]=4)=[CH:24][C:15]=2[N:14]=[CH:13]3)=[CH:6][CH:5]=1. The yield is 0.520.